Dataset: Acute oral toxicity (LD50) regression data from Zhu et al.. Task: Regression/Classification. Given a drug SMILES string, predict its toxicity properties. Task type varies by dataset: regression for continuous values (e.g., LD50, hERG inhibition percentage) or binary classification for toxic/non-toxic outcomes (e.g., AMES mutagenicity, cardiotoxicity, hepatotoxicity). Dataset: ld50_zhu. The compound is CCN(CC(=O)OCC(F)(F)F)c1cccc(C)c1. The rat oral LD50 is 2.16, given as -log10 of the dose in mol/kg body weight (higher means more acutely toxic).